This data is from Reaction yield outcomes from USPTO patents with 853,638 reactions. The task is: Predict the reaction yield, written as a fraction of the theoretical maximum amount of product (1.0 means a 100% yield; for example, 0.34 means a 34% yield). (1) The reactants are [S:1]1[C:5]2[CH:6]=[C:7]([N:10]3[CH2:14][CH2:13][NH:12][C:11]3=[O:15])[CH:8]=[CH:9][C:4]=2[N:3]=[CH:2]1.CNC1C[CH2:22][CH2:21][CH2:20][CH:19]1[NH:24][CH3:25].P([O-])([O-])([O-])=O.[K+].[K+].[K+].O1[CH2:39][CH2:38]OCC1. The catalyst is C(Cl)Cl.[Cu](I)I.CO. The product is [S:1]1[C:5]2[CH:6]=[C:7]([N:10]3[CH2:14][CH2:13][N:12]([C:5]4[CH:4]=[N:3][CH:2]=[CH:38][C:39]=4[CH2:25][N:24]4[CH2:19][CH2:20][CH2:21][CH2:22]4)[C:11]3=[O:15])[CH:8]=[CH:9][C:4]=2[N:3]=[CH:2]1. The yield is 0.189. (2) The reactants are [CH2:1]([O:8][C:9]1[CH:14]=[C:13]([O:15][CH3:16])[C:12](Br)=[CH:11][C:10]=1[O:18][CH3:19])[C:2]1[CH:7]=[CH:6][CH:5]=[CH:4][CH:3]=1.[B:20](OC(C)C)([O:25]C(C)C)[O:21]C(C)C. No catalyst specified. The product is [CH2:1]([O:8][C:9]1[C:10]([O:18][CH3:19])=[CH:11][C:12]([B:20]([OH:25])[OH:21])=[C:13]([O:15][CH3:16])[CH:14]=1)[C:2]1[CH:7]=[CH:6][CH:5]=[CH:4][CH:3]=1. The yield is 0.620. (3) The catalyst is CN(C=O)C. The product is [Cl:1][C:2]1[CH:3]=[C:4]([NH:10][C:11]2[CH:19]=[CH:18][C:14]([C:15]([N:24]3[CH2:25][CH2:26][C:21]([OH:27])([CH3:20])[CH2:22][CH2:23]3)=[O:17])=[CH:13][N:12]=2)[C:5](=[O:9])[N:6]([CH3:8])[N:7]=1. The yield is 0.130. The reactants are [Cl:1][C:2]1[CH:3]=[C:4]([NH:10][C:11]2[CH:19]=[CH:18][C:14]([C:15]([OH:17])=O)=[CH:13][N:12]=2)[C:5](=[O:9])[N:6]([CH3:8])[N:7]=1.[CH3:20][C:21]1([OH:27])[CH2:26][CH2:25][NH:24][CH2:23][CH2:22]1.C1C=CC2N(O)N=NC=2C=1.CCN(C(C)C)C(C)C.C(Cl)CCl. (4) The reactants are [NH:1]1[C:5]2=[CH:6][N:7]=[CH:8][CH:9]=[C:4]2[CH:3]=[CH:2]1.CC(C)([O-])C.[K+].[NH2:16]Cl. The catalyst is CN(C=O)C.CCOCC. The product is [N:1]1([NH2:16])[C:5]2=[CH:6][N:7]=[CH:8][CH:9]=[C:4]2[CH:3]=[CH:2]1. The yield is 0.110.